This data is from Reaction yield outcomes from USPTO patents with 853,638 reactions. The task is: Predict the reaction yield, written as a fraction of the theoretical maximum amount of product (1.0 means a 100% yield; for example, 0.34 means a 34% yield). (1) The reactants are [Cl:1][C:2]1[CH:7]=[CH:6][C:5]([CH:8]([C:36]2[CH:41]=[CH:40][C:39]([Cl:42])=[CH:38][CH:37]=2)[C:9]2[CH:10]=[C:11]3[C:16](=[CH:17][CH:18]=2)[N:15]=[CH:14][N:13]=[C:12]3[NH:19][CH:20]2[CH2:25][CH2:24][N:23]([C:26]3[CH:35]=[CH:34][C:29]([C:30]([O:32]C)=[O:31])=[CH:28][CH:27]=3)[CH2:22][CH2:21]2)=[CH:4][CH:3]=1.[OH-].[Na+].Cl. The catalyst is CO. The product is [Cl:1][C:2]1[CH:7]=[CH:6][C:5]([CH:8]([C:36]2[CH:37]=[CH:38][C:39]([Cl:42])=[CH:40][CH:41]=2)[C:9]2[CH:10]=[C:11]3[C:16](=[CH:17][CH:18]=2)[N:15]=[CH:14][N:13]=[C:12]3[NH:19][CH:20]2[CH2:21][CH2:22][N:23]([C:26]3[CH:35]=[CH:34][C:29]([C:30]([OH:32])=[O:31])=[CH:28][CH:27]=3)[CH2:24][CH2:25]2)=[CH:4][CH:3]=1. The yield is 0.810. (2) The reactants are [N-:1]=[C:2]=[S:3].[Na+].N1C=CC=CC=1.CS(O[N:16]=[C:17](Cl)[C@H:18]1[CH2:22][O:21][C:20]2([CH2:27][CH2:26][CH2:25][CH2:24][CH2:23]2)[O:19]1)(=O)=O.[CH2:29]([N:31]1[C:35]([O:36][C:37]2[C:38]([NH2:50])=[N:39][CH:40]=[C:41]([S:43][C:44]3[CH:49]=[CH:48][CH:47]=[CH:46][N:45]=3)[CH:42]=2)=[CH:34][CH:33]=[N:32]1)[CH3:30]. The catalyst is CCOC(C)=O.[OH-].[Na+]. The product is [CH2:29]([N:31]1[C:35]([O:36][C:37]2[C:38]([NH:50][C:2]3[S:3][N:16]=[C:17]([C@H:18]4[CH2:22][O:21][C:20]5([CH2:23][CH2:24][CH2:25][CH2:26][CH2:27]5)[O:19]4)[N:1]=3)=[N:39][CH:40]=[C:41]([S:43][C:44]3[CH:49]=[CH:48][CH:47]=[CH:46][N:45]=3)[CH:42]=2)=[CH:34][CH:33]=[N:32]1)[CH3:30]. The yield is 0.645. (3) The product is [CH3:14][O:15][C:16]1[CH:23]=[C:22]([O:24][CH3:25])[CH:21]=[CH:20][C:17]=1[CH2:18][NH:19][S:10]([C:3]1[CH:4]=[C:5]([F:9])[C:6]([F:8])=[CH:7][C:2]=1[F:1])(=[O:12])=[O:11]. The catalyst is ClCCl. The reactants are [F:1][C:2]1[CH:7]=[C:6]([F:8])[C:5]([F:9])=[CH:4][C:3]=1[S:10](Cl)(=[O:12])=[O:11].[CH3:14][O:15][C:16]1[CH:23]=[C:22]([O:24][CH3:25])[CH:21]=[CH:20][C:17]=1[CH2:18][NH2:19].C(C(CC)(NCCC)C)C. The yield is 0.950. (4) The reactants are Br.Br.[CH2:3]1[C:9]2[CH:10]=[CH:11][C:12]([NH2:14])=[CH:13][C:8]=2[CH2:7][CH2:6][NH:5][CH2:4]1.[OH-:15].[Na+].[F:17][C:18]1[CH:23]=[CH:22][C:21]([S:24]([N:27]=[C:28]=[O:29])(=[O:26])=[O:25])=[CH:20][CH:19]=1.C(O[CH2:33][CH3:34])C. The catalyst is C(Cl)Cl. The product is [F:17][C:18]1[CH:19]=[CH:20][C:21]([S:24]([NH:27][C:28]([N:5]2[CH2:4][CH2:3][C:9]3[CH:10]=[CH:11][C:12]([NH:14][C:28](=[O:29])[NH:27][S:24]([C:34]4[CH:33]=[CH:23][C:18]([F:17])=[CH:19][CH:20]=4)(=[O:25])=[O:15])=[CH:13][C:8]=3[CH2:7][CH2:6]2)=[O:29])(=[O:25])=[O:26])=[CH:22][CH:23]=1. The yield is 0.0600. (5) The reactants are [H-].[Na+].[Br:3][C:4]1[CH:9]=[CH:8][C:7]([SH:10])=[CH:6][CH:5]=1.[CH2:11]([N:18]1[C:27]2[C:22](=[CH:23][CH:24]=[CH:25][N:26]=2)[C:21](Cl)=[CH:20][C:19]1=[O:29])[C:12]1[CH:17]=[CH:16][CH:15]=[CH:14][CH:13]=1. The catalyst is CN(C=O)C. The product is [CH2:11]([N:18]1[C:27]2[C:22](=[CH:23][CH:24]=[CH:25][N:26]=2)[C:21]([S:10][C:7]2[CH:8]=[CH:9][C:4]([Br:3])=[CH:5][CH:6]=2)=[CH:20][C:19]1=[O:29])[C:12]1[CH:13]=[CH:14][CH:15]=[CH:16][CH:17]=1. The yield is 1.00. (6) The catalyst is C1COCC1.CCOCC. The product is [C:1]([O:5][C:6](=[O:7])[NH:8][C@@H:9]([CH2:13][C:14]1[CH:19]=[CH:18][C:17]([N+:20]([O-:22])=[O:21])=[CH:16][CH:15]=1)[C:10](=[O:12])[CH:40]=[N+:38]=[N-:39])([CH3:2])([CH3:3])[CH3:4]. The reactants are [C:1]([O:5][C:6]([NH:8][C@@H:9]([CH2:13][C:14]1[CH:19]=[CH:18][C:17]([N+:20]([O-:22])=[O:21])=[CH:16][CH:15]=1)[C:10]([OH:12])=O)=[O:7])([CH3:4])([CH3:3])[CH3:2].C(N(CC)CC)C.ClC(OCC(C)C)=O.[N+:38](=[CH2:40])=[N-:39]. The yield is 0.820. (7) The reactants are [O:1]1[CH2:6][CH2:5][CH:4]([C:7]([N:9]2[CH2:15][C:14]3[CH:16]=[CH:17][C:18]([C:20](OC)=[O:21])=[CH:19][C:13]=3[O:12][CH2:11][C@@H:10]2[C:24]2[CH:29]=[CH:28][C:27]([CH3:30])=[CH:26][CH:25]=2)=[O:8])[CH2:3][CH2:2]1.[NH2:31][OH:32].[OH-].[Na+]. The catalyst is C1COCC1.CO. The product is [OH:32][NH:31][C:20]([C:18]1[CH:17]=[CH:16][C:14]2[CH2:15][N:9]([C:7]([CH:4]3[CH2:5][CH2:6][O:1][CH2:2][CH2:3]3)=[O:8])[C@@H:10]([C:24]3[CH:29]=[CH:28][C:27]([CH3:30])=[CH:26][CH:25]=3)[CH2:11][O:12][C:13]=2[CH:19]=1)=[O:21]. The yield is 0.0994. (8) The reactants are Br[C:2]([CH3:16])=[C:3]([C:10]1[CH:15]=[CH:14][CH:13]=[CH:12][CH:11]=1)[C:4]1[CH:9]=[CH:8][CH:7]=[CH:6][CH:5]=1.[Mg].II.BrC1C=CC=CC=1.Cl[P:28]([C:33]([CH3:36])([CH3:35])[CH3:34])[C:29]([CH3:32])([CH3:31])[CH3:30]. The catalyst is [Cu](Cl)Cl.CCCCCCC.C1COCC1. The product is [C:4]1([C:3]([C:10]2[CH:15]=[CH:14][CH:13]=[CH:12][CH:11]=2)=[C:2]([P:28]([C:33]([CH3:36])([CH3:35])[CH3:34])[C:29]([CH3:32])([CH3:31])[CH3:30])[CH3:16])[CH:9]=[CH:8][CH:7]=[CH:6][CH:5]=1. The yield is 0.430.